Predict the reaction yield, written as a fraction of the theoretical maximum amount of product (1.0 means a 100% yield; for example, 0.34 means a 34% yield). From a dataset of Reaction yield outcomes from USPTO patents with 853,638 reactions. (1) The reactants are C([Li])CCC.CCCCCC.Br[C:13]1[CH:18]=[C:17]([C:19]([CH3:22])([CH3:21])[CH3:20])[CH:16]=[CH:15][C:14]=1[O:23][CH3:24].[B:25](OC(C)C)([O:30]C(C)C)[O:26]C(C)C. The catalyst is O1CCCC1. The product is [C:19]([C:17]1[CH:16]=[CH:15][C:14]([O:23][CH3:24])=[C:13]([B:25]([OH:30])[OH:26])[CH:18]=1)([CH3:22])([CH3:21])[CH3:20]. The yield is 0.740. (2) The reactants are [OH:1][C:2]1[CH:3]=[C:4]([N:8]2[CH2:23][CH:11]3[CH2:12][N:13](C(OC(C)(C)C)=O)[CH2:14][CH2:15][N:10]3[C:9]2=[O:24])[CH:5]=[CH:6][CH:7]=1.C(OCC)(=O)C.[ClH:31]. No catalyst specified. The product is [ClH:31].[OH:1][C:2]1[CH:3]=[C:4]([N:8]2[CH2:23][CH:11]3[CH2:12][NH:13][CH2:14][CH2:15][N:10]3[C:9]2=[O:24])[CH:5]=[CH:6][CH:7]=1. The yield is 0.980. (3) The reactants are [CH2:1]([O:8][C:9]1[CH:10]=[C:11]([CH:16]=[C:17]([CH2:19]OS(C)(=O)=O)[CH:18]=1)[C:12]([O:14][CH3:15])=[O:13])[C:2]1[CH:7]=[CH:6][CH:5]=[CH:4][CH:3]=1.[C-:25]#[N:26].[Na+].CCOC(C)=O.CCCCCC. The catalyst is CN(C=O)C.CCOC(C)=O. The product is [CH2:1]([O:8][C:9]1[CH:10]=[C:11]([CH:16]=[C:17]([CH2:19][C:25]#[N:26])[CH:18]=1)[C:12]([O:14][CH3:15])=[O:13])[C:2]1[CH:3]=[CH:4][CH:5]=[CH:6][CH:7]=1. The yield is 0.300. (4) The reactants are [CH3:1][C:2]1[CH:3]=[C:4]([CH:7]=[CH:8][C:9]=1[CH3:10])[CH:5]=O.C([O-])(=O)C.[NH4+].[N+:16]([CH3:19])([O-:18])=[O:17].C(OC(=O)C)(=O)C. The catalyst is C(O)(=O)C. The product is [CH3:1][C:2]1[CH:3]=[C:4](/[CH:5]=[CH:19]/[N+:16]([O-:18])=[O:17])[CH:7]=[CH:8][C:9]=1[CH3:10]. The yield is 0.660. (5) The reactants are [F:1][C:2]1[CH:3]=[C:4]([CH:9]=[C:10]([S:12]([CH3:15])(=[O:14])=[O:13])[CH:11]=1)[O:5][CH2:6][CH2:7][NH2:8].[CH3:16][C:17]1C=CC(S(OCCC)(=O)=O)=C[CH:18]=1.C(=O)([O-])[O-].[K+].[K+]. The catalyst is C(#N)C. The product is [F:1][C:2]1[CH:3]=[C:4]([CH:9]=[C:10]([S:12]([CH3:15])(=[O:14])=[O:13])[CH:11]=1)[O:5][CH2:6][CH2:7][NH:8][CH2:16][CH2:17][CH3:18]. The yield is 0.440. (6) The reactants are N1C=CN=[CH:2]1.Cl[Si:7]([CH:14]([CH3:16])[CH3:15])([CH:11]([CH3:13])[CH3:12])[CH:8]([CH3:10])[CH3:9].[CH3:17][O:18][C:19]([C:21]1[C:22]([OH:36])=[C:23]2[C:28](=[C:29]([OH:35])[C:30]=1[C:31]([O:33][CH3:34])=[O:32])[N:27]=[CH:26][CH:25]=[CH:24]2)=[O:20].C([O-])([O-])=O.[K+].[K+].CI. The catalyst is CN(C=O)C. The product is [CH3:17][O:18][C:19]([C:21]1[C:22]([O:36][CH3:2])=[C:23]2[C:28](=[C:29]([O:35][Si:7]([CH:14]([CH3:16])[CH3:15])([CH:11]([CH3:13])[CH3:12])[CH:8]([CH3:10])[CH3:9])[C:30]=1[C:31]([O:33][CH3:34])=[O:32])[N:27]=[CH:26][CH:25]=[CH:24]2)=[O:20]. The yield is 0.590. (7) The reactants are CC1(C)C(C)(C)OB([C:9]2[CH:18]=[C:17]3[C:12]([CH:13]=[C:14]([NH2:19])[N:15]=[CH:16]3)=[CH:11][CH:10]=2)O1.Br[C:22]1[CH:23]=[C:24]([C:29]([O:31][CH3:32])=[O:30])[CH:25]=[N:26][C:27]=1[CH3:28].C(=O)([O-])[O-].[K+].[K+].COCCOC.O. The catalyst is C(OCC)(=O)C.CC(P(C(C)(C)C)C1C=CC(N(C)C)=CC=1)(C)C.CC(P(C(C)(C)C)C1C=CC(N(C)C)=CC=1)(C)C.Cl[Pd]Cl. The product is [NH2:19][C:14]1[N:15]=[CH:16][C:17]2[C:12]([CH:13]=1)=[CH:11][CH:10]=[C:9]([C:22]1[C:27]([CH3:28])=[N:26][CH:25]=[C:24]([CH:23]=1)[C:29]([O:31][CH3:32])=[O:30])[CH:18]=2. The yield is 0.740.